Predict the reaction yield, written as a fraction of the theoretical maximum amount of product (1.0 means a 100% yield; for example, 0.34 means a 34% yield). From a dataset of Reaction yield outcomes from USPTO patents with 853,638 reactions. The reactants are [OH:1][C:2]1[CH:11]=[C:10]2[C:5]([C:6]([O:12][C:13]3[C:14]([CH3:23])=[N:15][C:16]4[C:21]([CH:22]=3)=[CH:20][N:19]=[CH:18][CH:17]=4)=[CH:7][CH:8]=[N:9]2)=[CH:4][C:3]=1[O:24][CH3:25].C(=O)([O-])[O-].[K+].[K+].Br[CH2:33][CH2:34][OH:35]. The catalyst is CN(C)C=O. The product is [CH3:25][O:24][C:3]1[CH:4]=[C:5]2[C:10](=[CH:11][C:2]=1[O:1][CH2:33][CH2:34][OH:35])[N:9]=[CH:8][CH:7]=[C:6]2[O:12][C:13]1[C:14]([CH3:23])=[N:15][C:16]2[C:21]([CH:22]=1)=[CH:20][N:19]=[CH:18][CH:17]=2. The yield is 0.830.